From a dataset of Experimentally validated miRNA-target interactions with 360,000+ pairs, plus equal number of negative samples. Binary Classification. Given a miRNA mature sequence and a target amino acid sequence, predict their likelihood of interaction. (1) The miRNA is mmu-miR-7028-3p with sequence CCUUCUCUUCCCCCUCGGCCAG. The protein sequence of the target gene is MEDAGGGEETPAPEAPHPPQLAPPEEQGLLFQEETIDLGGDEFGSEENETASEGSSPLADKLNEHMMESVLISDSPNSEGDAGDLGRVRDEAEPGGEGDPGPEPAGTPSPSGEADGDCAPEDAAPSSGGAPRQDAAREVPGSEAARPEQEPPVAEPVPVCTIFSQRAPPASGDGFEPQMVKSPSFGGASEASARTPPQVVQPSPSLSTFFGDTAASHSLASDFFDSFTTSAFISVSNPGAGSPAPASPPPLAVPGTEGRPEPVAMRGPQAAAPPASPEPFAHIQAVFAGSDDPFATALSM.... Result: 0 (no interaction). (2) The miRNA is kshv-miR-K12-5-3p with sequence UAGGAUGCCUGGAACUUGCCGGU. The protein sequence of the target gene is MEVTADQPRWVSHHHPAVLNGQHPDTHHPGLSHSYMDAAQYPLPEEVDVLFNIDGQGNHVPPYYGNSVRATVQRYPPTHHGSQVCRPPLLHGSLPWLDGGKALGSHHTASPWNLSPFSKTSIHHGSPGPLSVYPPASSSSLSGGHASPHLFTFPPTPPKDVSPDPSLSTPGSAGSARQDEKECLKYQVPLPDSMKLESSHSRGSMTALGGASSSTHHPITTYPPYVPEYSSGLFPPSSLLGGSPTGFGCKSRPKARSSTGRECVNCGATSTPLWRRDGTGHYLCNACGLYHKMNGQNRPL.... Result: 0 (no interaction). (3) The miRNA is hsa-miR-30c-2-3p with sequence CUGGGAGAAGGCUGUUUACUCU. The protein sequence of the target gene is MSEGVDLIDIYADEEFNQDPEFNNTDQIDLYDDVLTATSQPSDDRSSSTEPPPPVRQEPSPKPNNKTPAILYTYSGLRNRRAAVYVGSFSWWTTDQQLIQVIRSIGVYDVVELKFAENRANGQSKGYAEVVVASENSVHKLLELLPGKVLNGEKVDVRPATRQNLSQFEAQARKRECVRVPRGGIPPRAHSRDSSDSADGRATPSENLVPSSARVDKPPSVLPYFNRPPSALPLMGLPPPPIPPPPPLSSSFGVPPPPPGIHYQHLMPPPPRLPPHLAVPPPGAIPPALHLNPAFFPPPN.... Result: 1 (interaction). (4) The miRNA is mmu-miR-344-3p with sequence UGAUCUAGCCAAAGCCUGACUGU. The protein sequence of the target gene is MKASGTLREYKVVGRCLPTPKCHTPPLYRMRIFAPNHVVAKSRFWYFVSQLKKMKKSSGEIVYCGQVFEKSPLRVKNFGIWLRYDSRSGTHNMYREYRDLTTAGAVTQCYRDMGARHRARAHSIQIMKVEEIAASKCRRPAVKQFHDSKIKFPLPHRVLRRQHKPRFTTKRPNTFF. Result: 0 (no interaction). (5) The miRNA is rno-miR-181a-5p with sequence AACAUUCAACGCUGUCGGUGAGU. The protein sequence of the target gene is MSARKGYLLPSPNYPTTMSCSESPAANSFLVDSLISSGRGEAGVGGGSAGGGGGGYYAHGGVYLPPASDLPYGLQSCGLFPALGSKRNEAPSPGGGGGGGSGGLGPGTHGYAPAPLDLWLDAPRSCRMEPPDGPPPPQPQPQQQQQQPPPPPPQPPQPQPQATSCSFAQNIKEESSYCLYDAADKCPKGSAAADLAPFPRGPPPDGCALGASSGVPVPGYFRLSQAYGTAKGFGSGGGGTQQLASPFPAQPPGRGFDPPPALASGSTEAAGKERVLDSTPPPTLVCTGGGGSQGDEEAHA.... Result: 0 (no interaction). (6) The protein sequence of the target gene is MDPNCSCSTGGSCTCTSSCACKNCKCTSCKKSCCSCCPVGCSKCAQGCVCKGAADKCTCCA. The miRNA is mmu-miR-30e-5p with sequence UGUAAACAUCCUUGACUGGAAG. Result: 1 (interaction). (7) The miRNA is hsa-miR-3199 with sequence AGGGACUGCCUUAGGAGAAAGUU. Result: 0 (no interaction). The protein sequence of the target gene is MDRHLCTCRETQLRSGLLLPLFLLMMLADLTLPAQRHPPVVLVPGDLGNQLEAKLDKPKVVHYLCSKKTDSYFTLWLNLELLLPVIIDCWIDNIRLVYNRTSRATQFPDGVDVRVPGFGETFSMEFLDPSKRNVGSYFYTMVESLVGWGYTRGEDVRGAPYDWRRAPNENGPYFLALREMIEEMYQMYGGPVVLVAHSMGNVYMLYFLQRQPQVWKDKYIHAFVSLGAPWGGVAKTLRVLASGDNNRIPVIGPLKIREQQRSAVSTSWLLPYNHTWSHEKVFVYTPTTNYTLRDYHRFFR.... (8) The miRNA is hsa-miR-7155-5p with sequence UCUGGGGUCUUGGGCCAUC. The protein sequence of the target gene is MLTELEKALNSIIDVYHKYSLIKGNFHAVYRDDLKKLLETECPQYIRKKGADVWFKELDINTDGAVNFQEFLILVIKMGVAAHKKSHEESHKE. Result: 0 (no interaction). (9) The miRNA is hsa-miR-299-3p with sequence UAUGUGGGAUGGUAAACCGCUU. The protein sequence of the target gene is MQAAPRAGCGAALLLWIVSSCLCRAWTAPSTSQKCDEPLVSGLPHVAFSSSSSISGSYSPGYAKINKRGGAGGWSPSDSDHYQWLQVDFGNRKQISAIATQGRYSSSDWVTQYRMLYSDTGRNWKPYHQDGNIWAFPGNINSDGVVRHELQHPIIARYVRIVPLDWNGEGRIGLRIEVYGCSYWADVINFDGHVVLPYRFRNKKMKTLKDVIALNFKTSESEGVILHGEGQQGDYITLELKKAKLVLSLNLGSNQLGPIYGHTSVMTGSLLDDHHWHSVVIERQGRSINLTLDRSMQHFR.... Result: 0 (no interaction). (10) The miRNA is mmu-miR-323-3p with sequence CACAUUACACGGUCGACCUCU. The protein sequence of the target gene is MDASLEKIADPTLAEMGKNLKEAVKMLEDSQRRTEEENGKKLISGDIPGPLQGSGQDMVSILQLVQNLMHGDEDEEPQSPRIQNIGEQGHMALLGHSLGAYISTLDKEKLRKLTTRILSDTTLWLCRIFRYENGCAYFHEEEREGLAKICRLAIHSRYEDFVVDGFNVLYNKKPVIYLSAAARPGLGQYLCNQLGLPFPCLCRVPCNTVFGSQHQMDVAFLEKLIKDDIERGRLPLLLVANAGTAAVGHTDKIGRLKELCEQYGIWLHVEGVNLATLALGYVSSSVLAAAKCDSMTMTPG.... Result: 0 (no interaction).